Dataset: Catalyst prediction with 721,799 reactions and 888 catalyst types from USPTO. Task: Predict which catalyst facilitates the given reaction. (1) Reactant: [OH:1][C:2]1[C:7]([C:8]([O:10][CH2:11][CH3:12])=[O:9])=[CH:6][N:5]=[C:4]2[S:13][C:14]([CH2:16][OH:17])=[CH:15][C:3]=12.[C:18](=O)([O-])[O-].[K+].[K+].IC. Product: [OH:17][CH2:16][C:14]1[S:13][C:4]2[N:5]([CH3:18])[CH:6]=[C:7]([C:8]([O:10][CH2:11][CH3:12])=[O:9])[C:2](=[O:1])[C:3]=2[CH:15]=1. The catalyst class is: 3. (2) Reactant: C(O[C:4](=O)[C:5]([F:21])([F:20])[C:6]1[CH:11]=[CH:10][C:9]([C:12]2[CH:17]=[CH:16][C:15]([O:18][CH3:19])=[CH:14][CH:13]=2)=[CH:8][CH:7]=1)C.C(N(S(F)(F)F)CC)C.C([O:34][C:35](=[O:52])[C:36](C1C=CC(C2C=CC(OC)=CC=2)=CC=1)=O)C. Product: [F:21][C:5]([F:20])([C:6]1[CH:7]=[CH:8][C:9]([C:12]2[CH:13]=[CH:14][C:15]([O:18][CH3:19])=[CH:16][CH:17]=2)=[CH:10][CH:11]=1)[CH2:4][CH2:36][C:35]([OH:52])=[O:34]. The catalyst class is: 4. (3) Reactant: Br[CH2:2][CH2:3][CH2:4][CH2:5][CH2:6][C:7]([O:9][CH2:10][CH3:11])=[O:8].[NH2:12][C:13]1[CH:25]=[CH:24][C:16]([C:17]([O:19][C:20]([CH3:23])([CH3:22])[CH3:21])=[O:18])=[CH:15][CH:14]=1.C(N(CC)C(C)C)(C)C.[I-].[K+].C(=O)([O-])O.[Na+]. Product: [CH2:10]([O:9][C:7](=[O:8])[CH2:6][CH2:5][CH2:4][CH2:3][CH2:2][NH:12][C:13]1[CH:25]=[CH:24][C:16]([C:17]([O:19][C:20]([CH3:21])([CH3:22])[CH3:23])=[O:18])=[CH:15][CH:14]=1)[CH3:11]. The catalyst class is: 9. (4) Reactant: [CH3:1][O:2][C:3]1[CH:8]=[CH:7][C:6]([C:9]2[CH:10]=[CH:11][C:12](N)=[N:13][C:14]=2[CH3:15])=[CH:5][CH:4]=1.[I:17]I.CCCCCON=O. Product: [I:17][C:12]1[N:13]=[C:14]([CH3:15])[C:9]([C:6]2[CH:7]=[CH:8][C:3]([O:2][CH3:1])=[CH:4][CH:5]=2)=[CH:10][CH:11]=1. The catalyst class is: 22. (5) Reactant: Cl[C:2]1[N:3]=[CH:4][CH:5]=[C:6]2[CH:10]=[C:9]([C:11]([N:13]3[CH2:17][CH2:16][CH2:15][CH2:14]3)=[O:12])[NH:8][C:7]=12. Product: [N:13]1([C:11]([C:9]2[NH:8][C:7]3=[CH:2][N:3]=[CH:4][CH:5]=[C:6]3[CH:10]=2)=[O:12])[CH2:17][CH2:16][CH2:15][CH2:14]1. The catalyst class is: 8. (6) Reactant: [BH4-].[Na+].[C:3]([C:6]1[CH:11]=[CH:10][CH:9]=[CH:8][N:7]=1)(=[O:5])[CH3:4]. Product: [N:7]1[CH:8]=[CH:9][CH:10]=[CH:11][C:6]=1[CH:3]([OH:5])[CH3:4]. The catalyst class is: 5. (7) Reactant: [C:1]([O:5][C:6]([NH:8]/[C:9](=[N:16]\[C:17]([O:19][C:20]([CH3:23])([CH3:22])[CH3:21])=[O:18])/[N:10]([CH3:15])[CH2:11][C:12]([OH:14])=O)=[O:7])([CH3:4])([CH3:3])[CH3:2].[BrH:24].[Br-].[NH2:26][CH2:27][CH2:28][CH2:29][P+:30]([C:43]1[CH:48]=[CH:47][CH:46]=[CH:45][CH:44]=1)([C:37]1[CH:42]=[CH:41][CH:40]=[CH:39][CH:38]=1)[C:31]1[CH:36]=[CH:35][CH:34]=[CH:33][CH:32]=1.C(N(CC)C(C)C)(C)C.O.ON1C2C=CC=CC=2N=N1.Cl.CN(C)CCCN=C=NCC. Product: [C:1]([O:5][C:6]([NH:8]/[C:9](=[N:16]\[C:17]([O:19][C:20]([CH3:23])([CH3:22])[CH3:21])=[O:18])/[N:10]([CH3:15])[CH2:11][C:12]([NH:26][CH2:27][CH2:28][CH2:29][P+:30]([C:43]1[CH:48]=[CH:47][CH:46]=[CH:45][CH:44]=1)([C:31]1[CH:32]=[CH:33][CH:34]=[CH:35][CH:36]=1)[C:37]1[CH:42]=[CH:41][CH:40]=[CH:39][CH:38]=1)=[O:14])=[O:7])([CH3:4])([CH3:2])[CH3:3].[Br-:24]. The catalyst class is: 2. (8) Reactant: [CH:1]1([S:4]([C:7]2[CH:12]=[CH:11][C:10]([CH:13]([C:21]3[NH:25][C:24]([C:26]4[S:27][C:28]([CH:31]([OH:33])[CH3:32])=[CH:29][N:30]=4)=[CH:23][CH:22]=3)[CH2:14][CH:15]3[CH2:20][CH2:19][O:18][CH2:17][CH2:16]3)=[CH:9][CH:8]=2)(=[O:6])=[O:5])[CH2:3][CH2:2]1.[Cl:34]N1C(=O)CCC1=O. Product: [Cl:34][C:23]1[CH:22]=[C:21]([CH:13]([C:10]2[CH:11]=[CH:12][C:7]([S:4]([CH:1]3[CH2:3][CH2:2]3)(=[O:5])=[O:6])=[CH:8][CH:9]=2)[CH2:14][CH:15]2[CH2:16][CH2:17][O:18][CH2:19][CH2:20]2)[NH:25][C:24]=1[C:26]1[S:27][C:28]([CH:31]([OH:33])[CH3:32])=[CH:29][N:30]=1. The catalyst class is: 54. (9) Reactant: [CH:1]([N:4]1[CH2:7][CH:6]([CH2:8][O:9][C:10]2[CH:15]=[CH:14][C:13]([C:16]3([CH2:22][NH2:23])[CH2:21][CH2:20][O:19][CH2:18][CH2:17]3)=[CH:12][CH:11]=2)[CH2:5]1)([CH3:3])[CH3:2].Br[C:25]1[CH:30]=[CH:29][CH:28]=[CH:27][N:26]=1.C1(P(C2C=CC=CC=2)C2C=CC3C(=CC=CC=3)C=2C2C3C(=CC=CC=3)C=CC=2P(C2C=CC=CC=2)C2C=CC=CC=2)C=CC=CC=1.CC(C)([O-])C.[Na+]. Product: [CH:1]([N:4]1[CH2:7][CH:6]([CH2:8][O:9][C:10]2[CH:15]=[CH:14][C:13]([C:16]3([CH2:22][NH:23][C:25]4[CH:30]=[CH:29][CH:28]=[CH:27][N:26]=4)[CH2:21][CH2:20][O:19][CH2:18][CH2:17]3)=[CH:12][CH:11]=2)[CH2:5]1)([CH3:3])[CH3:2]. The catalyst class is: 101.